Predict which catalyst facilitates the given reaction. From a dataset of Catalyst prediction with 721,799 reactions and 888 catalyst types from USPTO. Reactant: CO[CH:3](OC)[N:4]([CH3:6])[CH3:5].[Br:9][C:10]1[CH:15]=[C:14]([CH3:16])[C:13]([N+:17]([O-:19])=[O:18])=[CH:12][N:11]=1. Product: [Br:9][C:10]1[CH:15]=[C:14]([CH:16]=[CH:3][N:4]([CH3:6])[CH3:5])[C:13]([N+:17]([O-:19])=[O:18])=[CH:12][N:11]=1. The catalyst class is: 3.